This data is from Peptide-MHC class I binding affinity with 185,985 pairs from IEDB/IMGT. The task is: Regression. Given a peptide amino acid sequence and an MHC pseudo amino acid sequence, predict their binding affinity value. This is MHC class I binding data. (1) The peptide sequence is AMVLSIVSLF. The MHC is HLA-A24:02 with pseudo-sequence HLA-A24:02. The binding affinity (normalized) is 0.412. (2) The peptide sequence is IFLIITKVF. The MHC is HLA-A26:02 with pseudo-sequence HLA-A26:02. The binding affinity (normalized) is 0.0847. (3) The peptide sequence is YSGFAPNCSKV. The MHC is Mamu-A02 with pseudo-sequence Mamu-A02. The binding affinity (normalized) is 0.0480. (4) The peptide sequence is RTGDIGCFK. The MHC is HLA-B44:02 with pseudo-sequence HLA-B44:02. The binding affinity (normalized) is 0.0847. (5) The peptide sequence is FPFLYKFLL. The MHC is HLA-A26:01 with pseudo-sequence HLA-A26:01. The binding affinity (normalized) is 0. (6) The peptide sequence is YSQIGAGVYK. The MHC is HLA-A68:01 with pseudo-sequence HLA-A68:01. The binding affinity (normalized) is 0.759. (7) The peptide sequence is VPAERRGVF. The MHC is HLA-B57:01 with pseudo-sequence HLA-B57:01. The binding affinity (normalized) is 0.0847. (8) The peptide sequence is FTIDNIVTSL. The MHC is HLA-A02:02 with pseudo-sequence HLA-A02:02. The binding affinity (normalized) is 0. (9) The peptide sequence is RTTSAVGDV. The MHC is HLA-A02:03 with pseudo-sequence HLA-A02:03. The binding affinity (normalized) is 0.252.